This data is from Catalyst prediction with 721,799 reactions and 888 catalyst types from USPTO. The task is: Predict which catalyst facilitates the given reaction. (1) Reactant: [C:1]([C:3]1[N:4]=[C:5]([O:13][C@@H:14]2[CH2:18][CH2:17][N:16]([C:19]([O:21][C:22]([CH3:25])([CH3:24])[CH3:23])=[O:20])[CH2:15]2)[C:6]2[C:11]([CH:12]=1)=[CH:10][CH:9]=[CH:8][CH:7]=2)#[N:2].[NH:26]([C:28](OCC)=[O:29])[NH2:27]. Product: [O:29]=[C:28]1[NH:26][N:27]=[C:1]([C:3]2[N:4]=[C:5]([O:13][C@@H:14]3[CH2:18][CH2:17][N:16]([C:19]([O:21][C:22]([CH3:25])([CH3:24])[CH3:23])=[O:20])[CH2:15]3)[C:6]3[C:11]([CH:12]=2)=[CH:10][CH:9]=[CH:8][CH:7]=3)[NH:2]1. The catalyst class is: 25. (2) Reactant: [CH:1]1([N:6]2[CH2:12][C:11]([F:14])([F:13])[C:10](=[O:15])[N:9](C)[C:8]3[CH:17]=[N:18][C:19]([NH:21][C:22]4[CH:30]=[CH:29][C:25]([C:26](O)=[O:27])=[C:24]([F:31])[C:23]=4[F:32])=[N:20][C:7]2=3)[CH2:5][CH2:4][CH2:3][CH2:2]1.C1(N2CC(F)(F)C(=O)NC3C=NC(NC4C=CC(C(NC5CCN(C)CC5)=O)=C(F)C=4F)=NC2=3)CCCC1.F[P-](F)(F)(F)(F)F.CN(C(N(C)C)=[N+]1C2C(=NC=CC=2)[N+]([O-])=N1)C.C(N(C(C)C)CC)(C)C.[NH2:104][CH:105]1[CH2:110][CH2:109][N:108]([CH2:111][CH3:112])[CH2:107][CH2:106]1. Product: [CH:1]1([N:6]2[CH2:12][C:11]([F:14])([F:13])[C:10](=[O:15])[NH:9][C:8]3[CH:17]=[N:18][C:19]([NH:21][C:22]4[CH:30]=[CH:29][C:25]([C:26]([NH:104][CH:105]5[CH2:110][CH2:109][N:108]([CH2:111][CH3:112])[CH2:107][CH2:106]5)=[O:27])=[C:24]([F:31])[C:23]=4[F:32])=[N:20][C:7]2=3)[CH2:2][CH2:3][CH2:4][CH2:5]1. The catalyst class is: 288. (3) Reactant: C([O:8][C:9]1[CH:10]=[C:11]2[N:17]=[C:16]([C:18]3[CH:23]=[CH:22][CH:21]=[CH:20][C:19]=3[S:24][CH2:25][CH3:26])[N:15]([CH3:27])[C:12]2=[N:13][CH:14]=1)C1C=CC=CC=1.B(Br)(Br)Br.C(=O)([O-])O.[Na+]. Product: [CH2:25]([S:24][C:19]1[CH:20]=[CH:21][CH:22]=[CH:23][C:18]=1[C:16]1[N:15]([CH3:27])[C:12]2=[N:13][CH:14]=[C:9]([OH:8])[CH:10]=[C:11]2[N:17]=1)[CH3:26]. The catalyst class is: 22. (4) Reactant: [F:1][C:2]([F:6])([F:5])[CH2:3][F:4].O=[O+][O-]. Product: [F:1][C:2]([F:6])([F:5])[CH:3]([F:4])[C:2]([F:6])([F:5])[F:1]. The catalyst class is: 6.